This data is from Full USPTO retrosynthesis dataset with 1.9M reactions from patents (1976-2016). The task is: Predict the reactants needed to synthesize the given product. (1) Given the product [C:15]1([C:14]2[CH:13]=[CH:12][CH:11]=[C:10]([C:21]3[CH:26]=[CH:25][CH:24]=[C:23]([CH:27]([C:29]4[CH:34]=[CH:33][CH:32]=[CH:31][C:30]=4[O:35][CH3:36])[CH3:28])[CH:22]=3)[C:9]=2[OH:8])[CH:16]=[CH:17][CH:18]=[CH:19][CH:20]=1, predict the reactants needed to synthesize it. The reactants are: C([O:8][C:9]1[C:14]([C:15]2[CH:20]=[CH:19][CH:18]=[CH:17][CH:16]=2)=[CH:13][CH:12]=[CH:11][C:10]=1[C:21]1[CH:26]=[CH:25][CH:24]=[C:23]([C:27]([C:29]2[CH:34]=[CH:33][CH:32]=[CH:31][C:30]=2[O:35][CH3:36])=[CH2:28])[CH:22]=1)C1C=CC=CC=1. (2) Given the product [C:4]([C:8]1[CH:13]=[CH:12][C:11]([C:14]2[C:15]([C:20]([OH:22])=[O:21])=[CH:16][CH:17]=[CH:18][CH:19]=2)=[CH:10][CH:9]=1)([CH3:7])([CH3:5])[CH3:6], predict the reactants needed to synthesize it. The reactants are: O.[OH-].[Li+].[C:4]([C:8]1[CH:13]=[CH:12][C:11]([C:14]2[C:15]([C:20]([O:22]CC)=[O:21])=[CH:16][CH:17]=[CH:18][CH:19]=2)=[CH:10][CH:9]=1)([CH3:7])([CH3:6])[CH3:5]. (3) Given the product [CH2:1]([S:8][C:9]1[C:10]([Cl:17])=[C:11]([N:18]2[CH2:22][CH2:21][CH2:20][CH2:19]2)[CH:12]=[C:13]([F:15])[CH:14]=1)[C:2]1[CH:7]=[CH:6][CH:5]=[CH:4][CH:3]=1, predict the reactants needed to synthesize it. The reactants are: [CH2:1]([S:8][C:9]1[CH:14]=[C:13]([F:15])[CH:12]=[C:11](Br)[C:10]=1[Cl:17])[C:2]1[CH:7]=[CH:6][CH:5]=[CH:4][CH:3]=1.[NH:18]1[CH2:22][CH2:21][CH2:20][CH2:19]1.C1C=CC(P(C2C(C3C(P(C4C=CC=CC=4)C4C=CC=CC=4)=CC=C4C=3C=CC=C4)=C3C(C=CC=C3)=CC=2)C2C=CC=CC=2)=CC=1.CC([O-])(C)C.[Na+]. (4) Given the product [F:26][C:27]1[CH:44]=[C:43]([F:45])[CH:42]=[CH:41][C:28]=1[O:29][C:30]1[CH:35]=[C:34]([C:36]([F:39])([F:38])[F:37])[CH:33]=[CH:32][C:31]=1[O:18][C@@H:16]([CH3:17])[CH2:15][CH2:14][S:13][C:10]1[CH:11]=[CH:12][C:7]([CH2:6][CH2:5][C:4]([OH:3])=[O:25])=[C:8]([CH2:23][CH3:24])[CH:9]=1, predict the reactants needed to synthesize it. The reactants are: C([O:3][C:4](=[O:25])[CH2:5][CH2:6][C:7]1[CH:12]=[CH:11][C:10]([S:13][CH2:14][CH2:15][C@H:16]([O:18]S(C)(=O)=O)[CH3:17])=[CH:9][C:8]=1[CH2:23][CH3:24])C.[F:26][C:27]1[CH:44]=[C:43]([F:45])[CH:42]=[CH:41][C:28]=1[O:29][C:30]1[CH:35]=[C:34]([C:36]([F:39])([F:38])[F:37])[CH:33]=[CH:32][C:31]=1O. (5) The reactants are: [CH2:1]([CH:3]([O:6][CH2:7][CH2:8][O:9]CC1C=CC=CC=1)[CH2:4][CH3:5])[CH3:2]. Given the product [CH2:1]([CH:3]([O:6][CH2:7][CH2:8][OH:9])[CH2:4][CH3:5])[CH3:2], predict the reactants needed to synthesize it. (6) Given the product [Cl:9][C:10]1[CH:18]=[CH:17][CH:16]=[CH:15][C:11]=1/[C:12](/[Cl:8])=[N:13]/[OH:14], predict the reactants needed to synthesize it. The reactants are: C1C(=O)N([Cl:8])C(=O)C1.[Cl:9][C:10]1[CH:18]=[CH:17][CH:16]=[CH:15][C:11]=1/[CH:12]=[N:13]/[OH:14].O. (7) Given the product [F:1][C:2]1[CH:3]=[CH:4][C:5]([OH:30])=[C:6]2[C:7]=1[CH:11]([NH:12][C:13]1[CH:21]=[CH:20][CH:19]=[C:18]3[C:14]=1[CH2:15][NH:16][C:17]3=[O:22])[C:10]([OH:27])([C:23]([F:26])([F:25])[F:24])[CH2:9][C:8]2([CH3:29])[CH3:28], predict the reactants needed to synthesize it. The reactants are: [F:1][C:2]1[CH:3]=[CH:4][C:5]([O:30]C)=[C:6]([C:8]([CH3:29])([CH3:28])[CH2:9][C:10]([OH:27])([C:23]([F:26])([F:25])[F:24])[CH:11]=[N:12][C:13]2[CH:21]=[CH:20][CH:19]=[C:18]3[C:14]=2[CH2:15][NH:16][C:17]3=[O:22])[CH:7]=1.B(Br)(Br)Br.C(=O)(O)[O-].[Na+]. (8) Given the product [Br:3][C:4]1[CH:5]=[CH:6][C:7]([N:10]2[C:14](=[O:15])[N:13]([CH2:21][O:20][CH2:19][CH2:18][Si:17]([CH3:24])([CH3:23])[CH3:16])[CH:12]=[N:11]2)=[CH:8][CH:9]=1, predict the reactants needed to synthesize it. The reactants are: [H-].[Na+].[Br:3][C:4]1[CH:9]=[CH:8][C:7]([N:10]2[C:14](=[O:15])[NH:13][CH:12]=[N:11]2)=[CH:6][CH:5]=1.[CH3:16][Si:17]([CH3:24])([CH3:23])[CH2:18][CH2:19][O:20][CH2:21]Cl.